This data is from Full USPTO retrosynthesis dataset with 1.9M reactions from patents (1976-2016). The task is: Predict the reactants needed to synthesize the given product. (1) Given the product [CH3:1][C:2]1[C:6]([CH2:7][CH2:8][C:9](=[O:20])[N:10]([CH3:40])[C:11]([CH3:19])([C:13]2[CH:18]=[CH:17][CH:16]=[CH:15][CH:14]=2)[CH3:12])=[C:5]([C:21]2[CH:22]=[CH:23][C:24]([C:27]3[CH:32]=[CH:31][C:30]([C:33]4([C:36]([OH:38])=[O:37])[CH2:34][CH2:35]4)=[CH:29][CH:28]=3)=[CH:25][CH:26]=2)[O:4][N:3]=1, predict the reactants needed to synthesize it. The reactants are: [CH3:1][C:2]1[C:6]([CH2:7][CH2:8][C:9](=[O:20])[NH:10][C:11]([CH3:19])([C:13]2[CH:18]=[CH:17][CH:16]=[CH:15][CH:14]=2)[CH3:12])=[C:5]([C:21]2[CH:26]=[CH:25][C:24]([C:27]3[CH:32]=[CH:31][C:30]([C:33]4([C:36]([OH:38])=[O:37])[CH2:35][CH2:34]4)=[CH:29][CH:28]=3)=[CH:23][CH:22]=2)[O:4][N:3]=1.I[CH3:40]. (2) Given the product [Cl:1][C:2]1[CH:3]=[CH:4][C:5]([NH:8][C:9]([NH:11][C:12]2[CH:17]=[CH:16][C:15]([CH2:18][NH:19][C:20]3[C:29]4[C:24](=[CH:25][C:26]([CH3:30])=[CH:27][CH:28]=4)[N:23]=[C:22]([N:34]([CH3:35])[CH3:33])[N:21]=3)=[CH:14][CH:13]=2)=[O:10])=[CH:6][CH:7]=1, predict the reactants needed to synthesize it. The reactants are: [Cl:1][C:2]1[CH:7]=[CH:6][C:5]([NH:8][C:9]([NH:11][C:12]2[CH:17]=[CH:16][C:15]([CH2:18][NH:19][C:20]3[C:29]4[C:24](=[CH:25][C:26]([CH3:30])=[CH:27][CH:28]=4)[N:23]=[C:22](Cl)[N:21]=3)=[CH:14][CH:13]=2)=[O:10])=[CH:4][CH:3]=1.Cl.[CH3:33][NH:34][CH3:35]. (3) Given the product [CH3:27][CH:16]1[NH:15][CH2:20][CH2:19][N:18]([C:21]2[N:22]=[CH:23][CH:24]=[CH:25][N:26]=2)[CH2:17]1, predict the reactants needed to synthesize it. The reactants are: FC(F)(F)C(O)=O.C(OC([N:15]1[CH2:20][CH2:19][N:18]([C:21]2[N:26]=[CH:25][CH:24]=[CH:23][N:22]=2)[CH2:17][CH:16]1[CH3:27])=O)(C)(C)C. (4) The reactants are: [CH3:1][O:2][C:3](=[O:22])[CH2:4][N:5]1[CH:9]=C(C2C=CC=C(S(C)(=O)=O)C=2)[C:7]([C:20]#[N:21])=[CH:6]1.[Cl:23][C:24]1[CH:25]=[C:26]([CH:29]=[C:30]([N+:32]([O-:34])=[O:33])[CH:31]=1)[CH:27]=O. Given the product [CH3:1][O:2][C:3](=[O:22])[CH2:4][N:5]1[CH:6]=[C:7]([C:20]#[N:21])[C:27]([C:26]2[CH:29]=[C:30]([N+:32]([O-:34])=[O:33])[CH:31]=[C:24]([Cl:23])[CH:25]=2)=[CH:9]1, predict the reactants needed to synthesize it.